Dataset: Catalyst prediction with 721,799 reactions and 888 catalyst types from USPTO. Task: Predict which catalyst facilitates the given reaction. (1) Reactant: I[CH2:2][CH3:3].[CH3:4][O:5][C:6](=[O:18])[C:7]1[CH:16]=[CH:15][C:14]([OH:17])=[C:9]([C:10]([O:12][CH3:13])=[O:11])[CH:8]=1.C(=O)([O-])[O-].[Cs+].[Cs+]. Product: [CH3:4][O:5][C:6](=[O:18])[C:7]1[CH:16]=[CH:15][C:14]([O:17][CH2:2][CH3:3])=[C:9]([C:10]([O:12][CH3:13])=[O:11])[CH:8]=1. The catalyst class is: 3. (2) Reactant: [C:1]([O:5][C:6]([C:8]1[CH2:9][C:10]([C:26]([O:28]CC)=[O:27])=[CH:11][C:12]2[CH:18]=[CH:17][C:16]([C:19]([F:25])([F:24])[C:20]([F:23])([F:22])[F:21])=[CH:15][C:13]=2[N:14]=1)=[O:7])([CH3:4])([CH3:3])[CH3:2].O[Li].O. Product: [C:1]([O:5][C:6]([C:8]1[CH2:9][C:10]([C:26]([OH:28])=[O:27])=[CH:11][C:12]2[CH:18]=[CH:17][C:16]([C:19]([F:25])([F:24])[C:20]([F:21])([F:23])[F:22])=[CH:15][C:13]=2[N:14]=1)=[O:7])([CH3:4])([CH3:2])[CH3:3]. The catalyst class is: 20.